This data is from CYP1A2 inhibition data for predicting drug metabolism from PubChem BioAssay. The task is: Regression/Classification. Given a drug SMILES string, predict its absorption, distribution, metabolism, or excretion properties. Task type varies by dataset: regression for continuous measurements (e.g., permeability, clearance, half-life) or binary classification for categorical outcomes (e.g., BBB penetration, CYP inhibition). Dataset: cyp1a2_veith. (1) The molecule is FC(F)(F)c1cc(CN2CCC3(CCNCC3)CC2)cc(C(F)(F)F)c1. The result is 0 (non-inhibitor). (2) The drug is O=c1c(-c2ccc(Cl)cc2)nc2cnc(N3CCNCC3)nc2n1Cc1cccs1. The result is 1 (inhibitor). (3) The drug is CC(=O)O[C@H]1C2=C(C(=O)[C@H]3O[C@@H]31)[C@H]1[C@H](C)O[C@@H]2[C@@]23C(=O)[C@H]4O[C@@H]4[C@@H](O)C2=CO[C@H](C)[C@@H]13. The result is 0 (non-inhibitor). (4) The molecule is CN1CCN(/C=N/C2=C(C#N)C(c3ccccc3)C3=C(CC(C)(C)CC3=O)O2)CC1. The result is 0 (non-inhibitor). (5) The molecule is Cc1ccc(S(=O)(=O)NC(=O)Nc2ncn[nH]2)cc1. The result is 0 (non-inhibitor). (6) The molecule is COc1ccc(N2C(=O)NC3CC2(C)Oc2ccccc23)cc1OC. The result is 0 (non-inhibitor). (7) The molecule is COC(=O)[C@@]1(Cc2ccccc2)[C@H]2c3cc(C(=O)N(C)C)n(Cc4ccsc4Br)c3C[C@H]2CN1C(=O)c1ccccc1. The result is 0 (non-inhibitor). (8) The molecule is COC(=O)N1CCC2(CCN(CC(C)C)CC2)CC1. The result is 0 (non-inhibitor).